This data is from Merck oncology drug combination screen with 23,052 pairs across 39 cell lines. The task is: Regression. Given two drug SMILES strings and cell line genomic features, predict the synergy score measuring deviation from expected non-interaction effect. (1) Drug 1: O=P1(N(CCCl)CCCl)NCCCO1. Drug 2: O=C(CCCCCCC(=O)Nc1ccccc1)NO. Cell line: MDAMB436. Synergy scores: synergy=5.28. (2) Drug 1: NC1(c2ccc(-c3nc4ccn5c(=O)[nH]nc5c4cc3-c3ccccc3)cc2)CCC1. Drug 2: NC1CCCCC1N.O=C(O)C(=O)O.[Pt+2]. Cell line: NCIH23. Synergy scores: synergy=-25.1.